From a dataset of Forward reaction prediction with 1.9M reactions from USPTO patents (1976-2016). Predict the product of the given reaction. (1) Given the reactants [Cl:1][C:2]1[CH:7]=[CH:6][C:5](/[CH:8]=[CH:9]/[C:10]2[CH:11]=[C:12]([CH:16]=[CH:17][C:18]=2[O:19][CH3:20])[C:13]([OH:15])=O)=[CH:4][CH:3]=1.Cl.[CH2:22]([NH2:24])[CH3:23], predict the reaction product. The product is: [Cl:1][C:2]1[CH:3]=[CH:4][C:5](/[CH:8]=[CH:9]/[C:10]2[CH:11]=[C:12]([CH:16]=[CH:17][C:18]=2[O:19][CH3:20])[C:13]([NH:24][CH2:22][CH3:23])=[O:15])=[CH:6][CH:7]=1. (2) Given the reactants [Cl:1][C:2]1[C:6]([CH3:7])=[C:5]([C:8]2[C:9]([CH3:18])=[CH:10][C:11]([CH3:17])=[C:12]([CH:16]=2)[C:13]([OH:15])=O)[NH:4][N:3]=1.CC1NC(C2C=C(C=CC=2C)C(O)=O)=C(C)N=1.Cl.[F:37][C:38]1([C:42]2[CH:49]=[CH:48][C:45]([C:46]#[N:47])=[CH:44][CH:43]=2)[CH2:41][NH:40][CH2:39]1.Cl.N1CC(C2C=CC(C#N)=CC=2)C1, predict the reaction product. The product is: [Cl:1][C:2]1[C:6]([CH3:7])=[C:5]([C:8]2[C:9]([CH3:18])=[CH:10][C:11]([CH3:17])=[C:12]([CH:16]=2)[C:13]([N:40]2[CH2:39][C:38]([C:42]3[CH:43]=[CH:44][C:45]([C:46]#[N:47])=[CH:48][CH:49]=3)([F:37])[CH2:41]2)=[O:15])[NH:4][N:3]=1. (3) Given the reactants O=P(Cl)(Cl)[Cl:3].CN([CH:9]=[O:10])C.[ClH:11].[CH2:12]([N:19]1[CH2:25][CH2:24][CH2:23][C:22](=O)[CH2:21][CH2:20]1)[C:13]1[CH:18]=[CH:17][CH:16]=[CH:15][CH:14]=1, predict the reaction product. The product is: [ClH:3].[CH2:12]([N:19]1[CH2:25][CH2:24][C:23]([Cl:11])=[C:22]([CH:9]=[O:10])[CH2:21][CH2:20]1)[C:13]1[CH:18]=[CH:17][CH:16]=[CH:15][CH:14]=1. (4) Given the reactants C(=O)([O-])[O-].[K+].[K+].F[C:8]1[CH:13]=[CH:12][C:11]([N+:14]([O-])=O)=[CH:10][CH:9]=1.[CH3:17][N:18]1[CH2:23][CH2:22][NH:21][CH2:20][CH2:19]1.[H][H], predict the reaction product. The product is: [CH3:17][N:18]1[CH2:23][CH2:22][N:21]([C:8]2[CH:13]=[CH:12][C:11]([NH2:14])=[CH:10][CH:9]=2)[CH2:20][CH2:19]1. (5) Given the reactants [CH3:1][O:2][C:3]([C:5]1[CH:9]=[C:8]([OH:10])[N:7]([CH3:11])[N:6]=1)=[O:4].[CH3:12][C:13]1[O:17][N:16]=[C:15]([C:18]2[CH:23]=[CH:22][CH:21]=[CH:20][N:19]=2)[C:14]=1[CH2:24]O.C1(P(C2C=CC=CC=2)C2C=CC=CC=2)C=CC=CC=1.N(C(OCC)=O)=NC(OCC)=O, predict the reaction product. The product is: [CH3:1][O:2][C:3]([C:5]1[CH:9]=[C:8]([O:10][CH2:24][C:14]2[C:15]([C:18]3[CH:23]=[CH:22][CH:21]=[CH:20][N:19]=3)=[N:16][O:17][C:13]=2[CH3:12])[N:7]([CH3:11])[N:6]=1)=[O:4]. (6) Given the reactants [F-].C([N+](CCCC)(CCCC)CCCC)CCC.[Br:19][C:20]1[CH:21]=[C:22]2[C:26](=[CH:27][C:28]=1[Br:29])[N:25](COCC[Si](C)(C)C)[N:24]=[C:23]2[NH:38][C:39](=[O:43])[CH2:40][CH2:41][CH3:42].C(OCC)(=O)C, predict the reaction product. The product is: [Br:19][C:20]1[CH:21]=[C:22]2[C:26](=[CH:27][C:28]=1[Br:29])[NH:25][N:24]=[C:23]2[NH:38][C:39](=[O:43])[CH2:40][CH2:41][CH3:42]. (7) Given the reactants [Br:1][C:2]1[CH:3]=[N:4][CH:5]=[C:6]([CH:10]=1)[C:7]([OH:9])=[O:8].OS(O)(=O)=O.[C:16]([O-])(O)=O.[Na+], predict the reaction product. The product is: [CH3:16][O:8][C:7](=[O:9])[C:6]1[CH:10]=[C:2]([Br:1])[CH:3]=[N:4][CH:5]=1.